Dataset: Reaction yield outcomes from USPTO patents with 853,638 reactions. Task: Predict the reaction yield, written as a fraction of the theoretical maximum amount of product (1.0 means a 100% yield; for example, 0.34 means a 34% yield). (1) The reactants are [Cl:1][C:2]1[CH:7]=[CH:6][C:5]([O:8]C)=[CH:4][C:3]=1[CH2:10][S:11][C:12]1[N:17]=[C:16]([OH:18])[CH:15]=[C:14]([CH3:19])[N:13]=1.B(Br)(Br)Br. The catalyst is ClCCl. The product is [Cl:1][C:2]1[CH:7]=[CH:6][C:5]([OH:8])=[CH:4][C:3]=1[CH2:10][S:11][C:12]1[N:17]=[C:16]([OH:18])[CH:15]=[C:14]([CH3:19])[N:13]=1. The yield is 0.650. (2) The reactants are [Br:1][C:2]1[CH:7]=[CH:6][C:5]([S:8](Cl)(=[O:10])=[O:9])=[CH:4][CH:3]=1.[CH3:12][C:13]1([CH3:22])[C@H:18]2[CH2:19][C@@H:14]1[CH2:15][CH2:16][C@H:17]2CN.CC[N:25](CC)CC. The catalyst is C(Cl)Cl. The product is [Br:1][C:2]1[CH:7]=[CH:6][C:5]([S:8]([NH:25][CH:17]2[CH2:16][CH2:15][CH:14]3[CH2:19][CH:18]2[C:13]3([CH3:22])[CH3:12])(=[O:10])=[O:9])=[CH:4][CH:3]=1. The yield is 1.00. (3) The reactants are [I:1][C:2]1[CH:7]=[CH:6][C:5]([OH:8])=[C:4]([CH3:9])[CH:3]=1.N1C=CN=C1.[Si:15](Cl)([C:18]([CH3:21])([CH3:20])[CH3:19])([CH3:17])[CH3:16]. The catalyst is CN(C)C=O. The product is [I:1][C:2]1[CH:7]=[CH:6][C:5]([O:8][Si:15]([C:18]([CH3:21])([CH3:20])[CH3:19])([CH3:17])[CH3:16])=[C:4]([CH3:9])[CH:3]=1. The yield is 0.980. (4) The reactants are [CH3:1][O:2][C:3]1[C:8]([N:9]2[CH2:17][C@@H:16]3[C@@H:11]([CH2:12][CH2:13][CH2:14][NH:15]3)[CH2:10]2)=[C:7]([F:18])[CH:6]=[C:5]2[C:19]([C:21]([C:27]([OH:29])=[O:28])=[CH:22][N:23]([CH:24]3[CH2:26][CH2:25]3)[C:4]=12)=[O:20].[ClH:30]. The catalyst is CO. The product is [CH3:1][O:2][C:3]1[C:8]([N:9]2[CH2:17][C@@H:16]3[C@@H:11]([CH2:12][CH2:13][CH2:14][NH:15]3)[CH2:10]2)=[C:7]([F:18])[CH:6]=[C:5]2[C:19]([C:21]([C:27]([OH:29])=[O:28])=[CH:22][N:23]([CH:24]3[CH2:26][CH2:25]3)[C:4]=12)=[O:20].[ClH:30]. The yield is 1.05. (5) The reactants are [Cl-].O[NH3+:3].[C:4](=[O:7])([O-])[OH:5].[Na+].CS(C)=O.[F:13][C:14]1[CH:15]=[C:16]([C:40]2[C:41]([C:46]#[N:47])=[CH:42][CH:43]=[CH:44][CH:45]=2)[CH:17]=[CH:18][C:19]=1[CH2:20][C:21]1[C:22](=[O:39])[N:23]([CH:33]2[CH2:38][CH2:37][CH2:36][O:35][CH2:34]2)[C:24]2[N:25]([N:30]=[CH:31][N:32]=2)[C:26]=1[CH2:27][CH2:28][CH3:29]. The catalyst is C(OCC)(=O)C. The product is [F:13][C:14]1[CH:15]=[C:16]([C:40]2[CH:45]=[CH:44][CH:43]=[CH:42][C:41]=2[C:46]2[NH:3][C:4](=[O:7])[O:5][N:47]=2)[CH:17]=[CH:18][C:19]=1[CH2:20][C:21]1[C:22](=[O:39])[N:23]([CH:33]2[CH2:38][CH2:37][CH2:36][O:35][CH2:34]2)[C:24]2[N:25]([N:30]=[CH:31][N:32]=2)[C:26]=1[CH2:27][CH2:28][CH3:29]. The yield is 0.560. (6) The catalyst is O1CCOCC1. The product is [CH3:9][O:8][Si:5]([CH2:4][NH:1][C:2]([N:16]1[CH2:15][CH2:14][CH2:13][CH2:12][CH2:11][C:10]1=[O:17])=[O:3])([CH3:7])[CH3:6]. The reactants are [N:1]([CH2:4][Si:5]([O:8][CH3:9])([CH3:7])[CH3:6])=[C:2]=[O:3].[C:10]1(=[O:17])[NH:16][CH2:15][CH2:14][CH2:13][CH2:12][CH2:11]1. The yield is 1.00. (7) The reactants are [CH2:1]([O:8][C:9]1[CH:18]=[CH:17][C:12]([C:13]([O:15][CH3:16])=[O:14])=[CH:11][C:10]=1Br)[C:2]1[CH:7]=[CH:6][CH:5]=[CH:4][CH:3]=1.C(=O)([O-])[O-].[Cs+].[Cs+].[CH3:26]/[C:27](/B(O)O)=[CH:28]/[CH3:29].O. The catalyst is O1CCCC1. The product is [CH2:1]([O:8][C:9]1[CH:18]=[CH:17][C:12]([C:13]([O:15][CH3:16])=[O:14])=[CH:11][C:10]=1/[C:27](/[CH3:26])=[CH:28]\[CH3:29])[C:2]1[CH:7]=[CH:6][CH:5]=[CH:4][CH:3]=1. The yield is 0.410. (8) The reactants are C(OC(C1[N:10]([CH2:11][CH:12]([CH3:14])[CH3:13])[C:9]2[CH:15]=[C:16]([NH:19][C:20]([O:22][C:23]([CH3:26])([CH3:25])[CH3:24])=[O:21])[CH:17]=[CH:18][C:8]=2[N:7]=1)=O)C.C(OCC)(=O)C=O.C1(C)C=CC=CC=1. The catalyst is C(O)C. The product is [C:23]([O:22][C:20](=[O:21])[NH:19][C:16]1[CH:17]=[CH:18][C:8]([NH2:7])=[C:9]([NH:10][CH2:11][CH:12]([CH3:13])[CH3:14])[CH:15]=1)([CH3:26])([CH3:25])[CH3:24]. The yield is 1.00. (9) The reactants are [OH:1][C:2]1[CH:3]=[C:4]2[C:9](=[CH:10][CH:11]=1)[CH:8]=[C:7]([C:12]1[C:20]3[C:15](=[CH:16][CH:17]=[C:18]([C:21]#[N:22])[CH:19]=3)[N:14]([CH:23]3[CH2:28][CH2:27][CH2:26][CH2:25][O:24]3)[N:13]=1)[CH:6]=[CH:5]2.[CH3:29][N:30]1[CH2:35][CH2:34][N:33]([CH3:36])[CH2:32][CH:31]1[CH2:37]O.C1(P(C2C=CC=CC=2)C2C=CC=CC=2)C=CC=CC=1.N(C(OC(C)C)=O)=NC(OC(C)C)=O. The catalyst is C1COCC1.CO.ClCCl. The product is [CH3:29][N:30]1[CH2:35][CH2:34][N:33]([CH3:36])[CH2:32][CH:31]1[CH2:37][O:1][C:2]1[CH:3]=[C:4]2[C:9](=[CH:10][CH:11]=1)[CH:8]=[C:7]([C:12]1[C:20]3[C:15](=[CH:16][CH:17]=[C:18]([C:21]#[N:22])[CH:19]=3)[N:14]([CH:23]3[CH2:28][CH2:27][CH2:26][CH2:25][O:24]3)[N:13]=1)[CH:6]=[CH:5]2. The yield is 0.630.